This data is from Retrosynthesis with 50K atom-mapped reactions and 10 reaction types from USPTO. The task is: Predict the reactants needed to synthesize the given product. (1) Given the product O=C(O)c1cc(-c2ccccc2)c(C(F)(F)F)s1, predict the reactants needed to synthesize it. The reactants are: CCOC(=O)c1cc(-c2ccccc2)c(C(F)(F)F)s1. (2) Given the product CCOC(=O)c1n[nH]c2ccc(Br)cc12, predict the reactants needed to synthesize it. The reactants are: CCOC(C)=O.O=C(O)c1n[nH]c2ccc(Br)cc12. (3) Given the product Cc1cc2cc(N)ccc2n1CCN1CCCC1, predict the reactants needed to synthesize it. The reactants are: Cc1cc2cc([N+](=O)[O-])ccc2n1CCN1CCCC1.